From a dataset of Forward reaction prediction with 1.9M reactions from USPTO patents (1976-2016). Predict the product of the given reaction. (1) Given the reactants [F:1][C:2]1[CH:18]=[CH:17][CH:16]=[CH:15][C:3]=1[CH2:4][N:5]1[C:9]2=[N:10][CH:11]=[CH:12][CH:13]=[C:8]2[C:7]([OH:14])=[N:6]1.Cl[C:20]1[CH:25]=[CH:24][C:23]([N+:26]([O-:28])=[O:27])=[CH:22][N:21]=1.C([O-])([O-])=O.[K+].[K+].O, predict the reaction product. The product is: [F:1][C:2]1[CH:18]=[CH:17][CH:16]=[CH:15][C:3]=1[CH2:4][N:5]1[C:9]2=[N:10][CH:11]=[CH:12][CH:13]=[C:8]2[C:7]([O:14][C:20]2[CH:25]=[CH:24][C:23]([N+:26]([O-:28])=[O:27])=[CH:22][N:21]=2)=[N:6]1. (2) Given the reactants [Cl:1][C:2]1[C:7]2=[N:8][CH:9]=[C:10]([O:12][CH2:13][C:14]3O[CH:16]=[CH:17][N:18]=3)[N:11]=[C:6]2[CH:5]=[CH:4][N:3]=1.ClC1N=C2C=CN=C(Cl)C2=NC=1.C[C:32]1[O:33]C=C(CO)N=1, predict the reaction product. The product is: [Cl:1][C:2]1[C:7]2=[N:8][CH:9]=[C:10]([O:12][CH2:13][C:14]3[N:18]=[C:17]([CH3:16])[O:33][CH:32]=3)[N:11]=[C:6]2[CH:5]=[CH:4][N:3]=1. (3) Given the reactants [Cl:1][C:2]1[CH:3]=[CH:4][C:5]([OH:12])=[C:6]([CH:11]=1)[C:7]([O:9]C)=[O:8].[CH2:13](Br)[CH:14]=[CH2:15].C(=O)([O-])[O-].[K+].[K+], predict the reaction product. The product is: [CH2:15]([O:12][C:5]1[CH:4]=[CH:3][C:2]([Cl:1])=[CH:11][C:6]=1[C:7]([OH:9])=[O:8])[CH:14]=[CH2:13]. (4) The product is: [N:13]1[CH:14]=[CH:15][CH:16]=[CH:17][C:12]=1[CH2:11][N:6]1[C:7]2[C:3](=[C:2]([C:61]3[CH:62]=[N:57][CH:58]=[N:59][CH:60]=3)[CH:10]=[CH:9][CH:8]=2)[C:4]2([CH2:22][O:21][C:20]3[CH:23]=[C:24]4[C:28](=[CH:29][C:19]2=3)[CH2:27][CH2:26][O:25]4)[CH2:5]1. Given the reactants Br[C:2]1[CH:10]=[CH:9][CH:8]=[C:7]2[C:3]=1[C:4]1([CH2:22][O:21][C:20]3[CH:23]=[C:24]4[C:28](=[CH:29][C:19]1=3)[CH2:27][CH2:26][O:25]4)[C:5](=O)[N:6]2[CH2:11][C:12]1[CH:17]=[CH:16][CH:15]=[CH:14][N:13]=1.BrC1C=CC=C2C=1C1(C3=CC4OCOC=4C=C3OC1)C(=O)N2CCCCC.[N:57]1[CH:62]=[C:61](B(O)O)[CH:60]=[N:59][CH:58]=1.CN(C)C1N=CC(B(O)O)=CC=1, predict the reaction product. (5) The product is: [Cl:18][C:16]1[CH:15]=[CH:14][C:10]([C:11]([NH2:13])=[O:12])=[C:9]([O:4][CH2:3][CH:2]([F:5])[F:1])[N:17]=1. Given the reactants [F:1][CH:2]([F:5])[CH2:3][OH:4].[H-].[Na+].Cl[C:9]1[N:17]=[C:16]([Cl:18])[CH:15]=[CH:14][C:10]=1[C:11]([NH2:13])=[O:12], predict the reaction product. (6) Given the reactants [CH2:1]([OH:4])[CH2:2][OH:3].[NH2-:5].[Na+].[C:7]([C:11]1[CH:16]=[CH:15][C:14]([S:17]([NH:20][C:21]2[C:26]([O:27][C:28]3[CH:33]=[CH:32][CH:31]=[CH:30][C:29]=3[O:34][CH3:35])=[C:25](Cl)[N:24]=[CH:23][N:22]=2)(=[O:19])=[O:18])=[CH:13][CH:12]=1)([CH3:10])([CH3:9])[CH3:8].Cl, predict the reaction product. The product is: [CH3:8][C:7]([C:11]1[CH:16]=[CH:15][C:14]([S:17]([NH:20][C:21]2[C:26]([O:27][C:28]3[CH:33]=[CH:32][CH:31]=[CH:30][C:29]=3[O:34][CH3:35])=[C:25]([O:3][CH2:2][CH2:1][OH:4])[N:24]=[C:23]([C:23]3[N:5]=[CH:25][CH:26]=[CH:21][N:22]=3)[N:22]=2)(=[O:19])=[O:18])=[CH:13][CH:12]=1)([CH3:10])[CH3:9].